This data is from Reaction yield outcomes from USPTO patents with 853,638 reactions. The task is: Predict the reaction yield, written as a fraction of the theoretical maximum amount of product (1.0 means a 100% yield; for example, 0.34 means a 34% yield). (1) The reactants are [Br:1][C:2]1[CH:11]=[CH:10][C:5]([C:6]([NH:8][NH2:9])=[O:7])=[CH:4][CH:3]=1.[C:12](Cl)(=[O:19])[C:13]1[CH:18]=[CH:17][CH:16]=[CH:15][CH:14]=1. The catalyst is CN1CCCC1=O. The product is [C:12]([NH:9][NH:8][C:6](=[O:7])[C:5]1[CH:10]=[CH:11][C:2]([Br:1])=[CH:3][CH:4]=1)(=[O:19])[C:13]1[CH:18]=[CH:17][CH:16]=[CH:15][CH:14]=1. The yield is 0.800. (2) The reactants are C1(C)C=CC=CC=1.[Cl:8][C:9]1[CH:10]=[C:11]([N:16]2[C:24]3[CH2:23][CH2:22][CH2:21][CH:20]([CH2:25][C:26](OCC)=[O:27])[C:19]=3[CH:18]=[N:17]2)[CH:12]=[CH:13][C:14]=1[Cl:15].O. The catalyst is C(Cl)Cl. The product is [Cl:8][C:9]1[CH:10]=[C:11]([N:16]2[C:24]3[CH2:23][CH2:22][CH2:21][CH:20]([CH2:25][CH2:26][OH:27])[C:19]=3[CH:18]=[N:17]2)[CH:12]=[CH:13][C:14]=1[Cl:15]. The yield is 0.660. (3) The reactants are [F:1][C:2]1([F:16])[CH2:6][N:5]([C:7]([O:9][C:10]([CH3:13])([CH3:12])[CH3:11])=[O:8])[C@@H:4]([CH:14]=O)[CH2:3]1.C1(P(=[CH:36][C:37]([O:39][CH2:40][CH3:41])=[O:38])(C2C=CC=CC=2)C2C=CC=CC=2)C=CC=CC=1. The catalyst is C(Cl)Cl. The product is [CH2:40]([O:39][C:37](=[O:38])[CH:36]=[CH:14][C@H:4]1[CH2:3][C:2]([F:16])([F:1])[CH2:6][N:5]1[C:7]([O:9][C:10]([CH3:13])([CH3:12])[CH3:11])=[O:8])[CH3:41]. The yield is 0.610. (4) The reactants are [NH2:1][C:2]1[CH:7]=[CH:6][C:5]([S:8]([NH:11][C:12]2[S:13][C:14]([CH3:17])=[N:15][N:16]=2)(=[O:10])=[O:9])=[CH:4][CH:3]=1.[CH3:18]I. The catalyst is CN(C=O)C. The product is [CH3:17][C:14]1[S:13][C:12]([NH:11][S:8]([C:5]2[CH:6]=[CH:7][C:2]([NH:1][CH3:18])=[CH:3][CH:4]=2)(=[O:10])=[O:9])=[N:16][N:15]=1. The yield is 0.300.